Dataset: Peptide-MHC class II binding affinity with 134,281 pairs from IEDB. Task: Regression. Given a peptide amino acid sequence and an MHC pseudo amino acid sequence, predict their binding affinity value. This is MHC class II binding data. The peptide sequence is TFAATHNPWASQAG. The MHC is DRB1_0101 with pseudo-sequence DRB1_0101. The binding affinity (normalized) is 0.349.